From a dataset of Reaction yield outcomes from USPTO patents with 853,638 reactions. Predict the reaction yield, written as a fraction of the theoretical maximum amount of product (1.0 means a 100% yield; for example, 0.34 means a 34% yield). (1) The reactants are [CH2:1]([NH:8][C:9](=[O:18])[NH:10][CH2:11][C:12]1([C:15]([OH:17])=O)[CH2:14][CH2:13]1)[C:2]1[CH:7]=[CH:6][CH:5]=[CH:4][CH:3]=1.OC1C2N=NNC=2C=CC=1.C(N=C=NCCCN(C)C)C.[NH2:40][C@@H:41]([CH2:64][C:65]1[CH:70]=[CH:69][C:68]([O:71][C:72]([CH3:75])([CH3:74])[CH3:73])=[CH:67][CH:66]=1)[C:42]([N:44]([CH2:56][CH:57]([O:61][CH2:62][CH3:63])[O:58][CH2:59][CH3:60])[CH2:45][C:46]1[C:55]2[C:50](=[CH:51][CH:52]=[CH:53][CH:54]=2)[CH:49]=[CH:48][CH:47]=1)=[O:43]. The catalyst is ClCCl.CN(C)C1C=CN=CC=1. The product is [CH2:1]([NH:8][C:9](=[O:18])[NH:10][CH2:11][C:12]1([C:15]([NH:40][C@@H:41]([CH2:64][C:65]2[CH:70]=[CH:69][C:68]([O:71][C:72]([CH3:74])([CH3:73])[CH3:75])=[CH:67][CH:66]=2)[C:42]([N:44]([CH2:56][CH:57]([O:61][CH2:62][CH3:63])[O:58][CH2:59][CH3:60])[CH2:45][C:46]2[C:55]3[C:50](=[CH:51][CH:52]=[CH:53][CH:54]=3)[CH:49]=[CH:48][CH:47]=2)=[O:43])=[O:17])[CH2:13][CH2:14]1)[C:2]1[CH:3]=[CH:4][CH:5]=[CH:6][CH:7]=1. The yield is 0.970. (2) The reactants are N#N.[CH3:3][C:4]([CH3:22])([O:6][C@H:7]1[C@@:15]2([CH3:16])[C@@H:10]([CH2:11][C:12]([OH:21])=[C:13]([C:17]([O:19][CH3:20])=[O:18])[CH2:14]2)[CH2:9][CH2:8]1)[CH3:5].[CH2:23]=[CH:24][C:25](=[O:31])[CH2:26][CH2:27][CH2:28][CH:29]=[CH2:30]. The yield is 0.910. The catalyst is C(Cl)Cl. The product is [CH3:5][C:4]([CH3:22])([O:6][C@H:7]1[C@@:15]2([CH3:16])[C@@H:10]([CH2:11][C:12](=[O:21])[C:13]([CH2:23][CH2:24][C:25](=[O:31])[CH2:26][CH2:27][CH2:28][CH:29]=[CH2:30])([C:17]([O:19][CH3:20])=[O:18])[CH2:14]2)[CH2:9][CH2:8]1)[CH3:3]. (3) The reactants are [N:1]1([C:5]2[O:6][C@H:7]3[CH2:13][C@H:12]([CH2:14][F:15])[C@@H:11]([O:16]CC4C=CC=CC=4)[C@H:10]([O:24]CC4C=CC=CC=4)[C@H:8]3[N:9]=2)[CH2:4][CH2:3][CH2:2]1.B(Cl)(Cl)Cl.CO.C(Cl)Cl. The catalyst is C(Cl)Cl. The product is [N:1]1([C:5]2[O:6][C@H:7]3[CH2:13][C@H:12]([CH2:14][F:15])[C@@H:11]([OH:16])[C@H:10]([OH:24])[C@H:8]3[N:9]=2)[CH2:4][CH2:3][CH2:2]1. The yield is 0.790. (4) The reactants are [CH:1]1([C:6]([OH:8])=O)[CH2:5][CH:4]=[CH:3][CH2:2]1.CN(C=O)C.[C:14](Cl)(=[O:18])[C:15](Cl)=O.[CH2:20](N(CC)CC)[CH3:21]. The catalyst is C(Cl)Cl. The product is [CH2:20]([O:8][C:6]1[C:1]2([CH2:2][CH:3]=[CH:4][CH2:5]2)[C:14](=[O:18])[CH:15]=1)[CH3:21]. The yield is 0.730. (5) The reactants are C(OC([N:8]1[CH2:12][CH2:11][CH2:10][C@@H:9]1[CH2:13][NH:14][C:15]1[CH:20]=[CH:19][C:18]([CH2:21][C:22]2[CH:27]=[CH:26][CH:25]=[CH:24][CH:23]=2)=[CH:17][CH:16]=1)=O)(C)(C)C.Cl. The catalyst is O1CCOCC1. The product is [CH2:21]([C:18]1[CH:19]=[CH:20][C:15]([NH:14][CH2:13][C@H:9]2[CH2:10][CH2:11][CH2:12][NH:8]2)=[CH:16][CH:17]=1)[C:22]1[CH:23]=[CH:24][CH:25]=[CH:26][CH:27]=1. The yield is 0.840.